This data is from Catalyst prediction with 721,799 reactions and 888 catalyst types from USPTO. The task is: Predict which catalyst facilitates the given reaction. (1) Reactant: [OH-].[K+].[N+:3]([C:6]1[CH:11]=[CH:10][C:9]([S:12][C:13]2[CH:18]=[CH:17][N:16]=[C:15]3[CH:19]=[CH:20][NH:21][C:14]=23)=[CH:8][CH:7]=1)([O-:5])=[O:4].Br[CH2:23][CH2:24][O:25][CH3:26].BrOBr. Product: [CH3:26][O:25][CH2:24][CH2:23][N:21]1[C:14]2[C:15](=[N:16][CH:17]=[CH:18][C:13]=2[S:12][C:9]2[CH:10]=[CH:11][C:6]([N+:3]([O-:5])=[O:4])=[CH:7][CH:8]=2)[CH:19]=[CH:20]1. The catalyst class is: 374. (2) Reactant: [Cl:1][C:2]1[CH:3]=[C:4]([C:8]2[C:13]([O:14][CH3:15])=[CH:12][CH:11]=[C:10]([CH2:16][C:17]3[CH:18]=[CH:19][C:20](F)=[N:21][CH:22]=3)[C:9]=2[F:24])[CH:5]=[CH:6][CH:7]=1.[CH3:25][C@H:26]1[CH2:30][CH2:29][C@H:28]([CH3:31])[NH:27]1.N12CCCN=C1CCCCC2.Cl. Product: [Cl:1][C:2]1[CH:3]=[C:4]([C:8]2[C:13]([O:14][CH3:15])=[CH:12][CH:11]=[C:10]([CH2:16][C:17]3[CH:18]=[CH:19][C:20]([N:27]4[C@@H:28]([CH3:31])[CH2:29][CH2:30][C@@H:26]4[CH3:25])=[N:21][CH:22]=3)[C:9]=2[F:24])[CH:5]=[CH:6][CH:7]=1. The catalyst class is: 6. (3) Reactant: [NH2:1][C:2]1[C:7]([C:8]2[CH:9]=[C:10]([NH:16][C:17]([NH2:19])=[O:18])[CH:11]=[C:12]([O:14]C)[CH:13]=2)=[C:6]([NH:20][C@H:21]([C:23]2[N:28]([C:29]3[CH:34]=[CH:33][CH:32]=[CH:31][CH:30]=3)[C:27](=[O:35])[C:26]3=[C:36]([CH3:39])[CH:37]=[CH:38][N:25]3[N:24]=2)[CH3:22])[N:5]=[CH:4][N:3]=1.B(Br)(Br)Br. Product: [NH2:1][C:2]1[C:7]([C:8]2[CH:9]=[C:10]([NH:16][C:17]([NH2:19])=[O:18])[CH:11]=[C:12]([OH:14])[CH:13]=2)=[C:6]([NH:20][C@H:21]([C:23]2[N:28]([C:29]3[CH:34]=[CH:33][CH:32]=[CH:31][CH:30]=3)[C:27](=[O:35])[C:26]3=[C:36]([CH3:39])[CH:37]=[CH:38][N:25]3[N:24]=2)[CH3:22])[N:5]=[CH:4][N:3]=1. The catalyst class is: 4. (4) Reactant: C([Li])CCC.Br[C:7]1[CH:12]=[CH:11][CH:10]=[CH:9][N:8]=1.[CH2:13]1[O:23][C:16]2([CH2:21][CH2:20][CH2:19][CH2:18][C:17]2=O)[O:15][CH2:14]1.CC[O:26]CC. Product: [N:8]1[CH:9]=[CH:10][CH:11]=[CH:12][C:7]=1[C:19]1([OH:26])[CH2:20][CH2:21][C:16]2([O:23][CH2:13][CH2:14][O:15]2)[CH2:17][CH2:18]1. The catalyst class is: 7. (5) Reactant: [CH3:1][O:2][C:3]1[CH:4]=[C:5]2[CH:11]=[CH:10][NH:9][C:6]2=[N:7][CH:8]=1.[I:12]Cl. Product: [I:12][C:11]1[C:5]2[C:6](=[N:7][CH:8]=[C:3]([O:2][CH3:1])[CH:4]=2)[NH:9][CH:10]=1. The catalyst class is: 4.